From a dataset of Reaction yield outcomes from USPTO patents with 853,638 reactions. Predict the reaction yield, written as a fraction of the theoretical maximum amount of product (1.0 means a 100% yield; for example, 0.34 means a 34% yield). (1) The reactants are C[O:2][C:3]([C@@H:5]1[O:9][C:8](=[O:10])[N:7]([C:11]2[CH:22]=[CH:21][C:14]3[N:15]([CH3:20])[C:16](=[S:19])[CH2:17][S:18][C:13]=3[CH:12]=2)[CH2:6]1)=O.[NH3:23]. The catalyst is CO. The product is [CH3:20][N:15]1[C:14]2[CH:21]=[CH:22][C:11]([N:7]3[CH2:6][CH:5]([C:3]([NH2:23])=[O:2])[O:9][C:8]3=[O:10])=[CH:12][C:13]=2[S:18][CH2:17][C:16]1=[S:19]. The yield is 0.260. (2) The reactants are F[C:2]1[CH:3]=[CH:4][C:5]([N+:10]([O-:12])=[O:11])=[C:6]([CH:9]=1)[NH:7][CH3:8].[CH3:13][C:14]1[N:19]=[C:18]([OH:20])[CH:17]=[C:16]([OH:21])[CH:15]=1.C(=O)([O-])[O-].[K+].[K+]. The catalyst is CN(C=O)C. The product is [CH3:13][C:14]1[N:19]=[C:18]([OH:20])[CH:17]=[C:16]([O:21][C:2]2[CH:3]=[CH:4][C:5]([N+:10]([O-:12])=[O:11])=[C:6]([NH:7][CH3:8])[CH:9]=2)[CH:15]=1. The yield is 0.890. (3) The reactants are [F-].C([N+](CCCC)(CCCC)CCCC)CCC.[Cl:19][C:20]1[CH:25]=[CH:24][CH:23]=[C:22]([C:26]#[N:27])[C:21]=1[N:28]1[C:32]2=[N:33][CH:34]=[N:35][C:36]([O:37][C@@H:38]([CH2:49][O:50][C@H:51]([CH3:64])[CH2:52][O:53][Si](C(C)C)(C(C)C)C(C)C)[C:39]([NH:41][C:42]3[CH:47]=[CH:46][C:45]([Cl:48])=[CH:44][N:43]=3)=[O:40])=[C:31]2[CH:30]=[N:29]1. The catalyst is O1CCCC1. The product is [Cl:19][C:20]1[CH:25]=[CH:24][CH:23]=[C:22]([C:26]#[N:27])[C:21]=1[N:28]1[C:32]2[N:33]=[CH:34][N:35]=[C:36]([O:37][C@@H:38]([CH2:49][O:50][C@H:51]([CH3:64])[CH2:52][OH:53])[C:39]([NH:41][C:42]3[CH:47]=[CH:46][C:45]([Cl:48])=[CH:44][N:43]=3)=[O:40])[C:31]=2[CH:30]=[N:29]1. The yield is 0.597. (4) The reactants are [F:1][C:2]1[CH:3]=[C:4]([N:20]2[CH2:24][C@H:23]([CH2:25][NH:26][C:27](=[O:29])[CH3:28])[O:22][C:21]2=[O:30])[CH:5]=[CH:6][C:7]=1[C:8]1[CH:9]=[N:10][C:11]([N:14]2[CH2:19][CH2:18][NH:17][CH2:16][CH2:15]2)=[CH:12][CH:13]=1.Br[C:32]1[N:33]([CH2:40][C:41]2([CH3:44])[CH2:43][O:42]2)[CH:34]=[C:35]([N+:37]([O-:39])=[O:38])[N:36]=1.C(N(C(C)C)CC)(C)C. The catalyst is C(OC(O)C)C. The product is [F:1][C:2]1[CH:3]=[C:4]([N:20]2[CH2:24][C@H:23]([CH2:25][NH:26][C:27](=[O:29])[CH3:28])[O:22][C:21]2=[O:30])[CH:5]=[CH:6][C:7]=1[C:8]1[CH:9]=[N:10][C:11]([N:14]2[CH2:19][CH2:18][N:17]([CH2:43][C:41]3([CH3:44])[O:42][C:32]4=[N:36][C:35]([N+:37]([O-:39])=[O:38])=[CH:34][N:33]4[CH2:40]3)[CH2:16][CH2:15]2)=[CH:12][CH:13]=1. The yield is 0.120. (5) The reactants are [C:1]1([CH2:7][CH2:8][NH:9][CH:10]=O)[CH:6]=[CH:5][CH:4]=[CH:3][CH:2]=1.C(N(CC)CC)C.ClC(Cl)(OC(=O)OC(Cl)(Cl)Cl)Cl.[Se].C(N=C=[Se:41])C1C=CC=CC=1. The catalyst is C(Cl)Cl. The product is [C:1]1([CH2:7][CH2:8][N:9]=[C:10]=[Se:41])[CH:6]=[CH:5][CH:4]=[CH:3][CH:2]=1. The yield is 0.950. (6) The reactants are [OH:1][C:2]1[CH:3]=[C:4]([NH:17]C(=O)C)[CH:5]=[CH:6][C:7]=1[C:8]([CH3:16])([CH3:15])[CH2:9][O:10][CH2:11][CH2:12][O:13][CH3:14].Cl.C([O-])([O-])=O.[Na+].[Na+]. No catalyst specified. The product is [CH3:14][O:13][CH2:12][CH2:11][O:10][CH2:9][C:8]([C:7]1[CH:6]=[CH:5][C:4]([NH2:17])=[CH:3][C:2]=1[OH:1])([CH3:16])[CH3:15]. The yield is 0.0600. (7) The product is [NH2:8][C:4]1[N:5]=[CH:6][N:7]=[C:2]([NH:15][C@H:16]([C:18]2[N:19]([CH:30]3[CH2:32][CH2:31]3)[C:20](=[O:29])[C:21]3[C:26]([CH:27]=2)=[CH:25][CH:24]=[CH:23][C:22]=3[Cl:28])[CH3:17])[C:3]=1[C:9]1[N:13]=[CH:12][N:11]([CH3:14])[N:10]=1. The catalyst is CCCCO. The reactants are Cl[C:2]1[N:7]=[CH:6][N:5]=[C:4]([NH2:8])[C:3]=1[C:9]1[N:13]=[CH:12][N:11]([CH3:14])[N:10]=1.[NH2:15][C@H:16]([C:18]1[N:19]([CH:30]2[CH2:32][CH2:31]2)[C:20](=[O:29])[C:21]2[C:26]([CH:27]=1)=[CH:25][CH:24]=[CH:23][C:22]=2[Cl:28])[CH3:17].CCN(C(C)C)C(C)C.C(Cl)Cl.CO. The yield is 0.514. (8) The reactants are C([N:8]1[CH2:12][CH:11]([C:13]2[CH:18]=[CH:17][C:16]([Cl:19])=[C:15]([Cl:20])[CH:14]=2)[CH:10]([C:21](=[O:23])[CH3:22])[CH2:9]1)C1C=CC=CC=1.ClC(OCC(Cl)(Cl)Cl)=O. The catalyst is CC#N. The product is [Cl:20][C:15]1[CH:14]=[C:13]([CH:11]2[CH2:12][NH:8][CH2:9][CH:10]2[C:21](=[O:23])[CH3:22])[CH:18]=[CH:17][C:16]=1[Cl:19]. The yield is 0.630. (9) The reactants are Cl[C:2]1[N:7]=[C:6]([C:8]2[S:12][C:11]([N:13]3[CH2:18][CH2:17][N:16]([S:19]([CH3:22])(=[O:21])=[O:20])[CH2:15][CH2:14]3)=[N:10][C:9]=2[C:23]2[C:24]([F:41])=[C:25]([NH:29][S:30]([C:33]3[CH:38]=[C:37]([F:39])[CH:36]=[CH:35][C:34]=3[F:40])(=[O:32])=[O:31])[CH:26]=[CH:27][CH:28]=2)[CH:5]=[CH:4][N:3]=1.[NH4+:42].[OH-].C(Cl)Cl. The catalyst is CO. The product is [NH2:42][C:2]1[N:7]=[C:6]([C:8]2[S:12][C:11]([N:13]3[CH2:18][CH2:17][N:16]([S:19]([CH3:22])(=[O:21])=[O:20])[CH2:15][CH2:14]3)=[N:10][C:9]=2[C:23]2[C:24]([F:41])=[C:25]([NH:29][S:30]([C:33]3[CH:38]=[C:37]([F:39])[CH:36]=[CH:35][C:34]=3[F:40])(=[O:32])=[O:31])[CH:26]=[CH:27][CH:28]=2)[CH:5]=[CH:4][N:3]=1. The yield is 1.00. (10) The yield is 0.330. The catalyst is ClC(Cl)C.C(Cl)Cl. The reactants are [NH2:1][C:2]1[CH:3]=[CH:4][C:5]([C:21]([N:23]2[CH2:28][CH2:27][CH2:26][CH2:25][CH2:24]2)=[O:22])=[C:6]([NH:8][S:9]([C:12]2[C:17]3=[N:18][S:19][N:20]=[C:16]3[CH:15]=[CH:14][CH:13]=2)(=[O:11])=[O:10])[CH:7]=1.[CH:29]1([CH:35]=O)[CH2:34][CH2:33][CH2:32][CH2:31][CH2:30]1.C(O[BH-](OC(=O)C)OC(=O)C)(=O)C.[Na+].[OH-].[Na+]. The product is [CH:29]1([CH2:35][NH:1][C:2]2[CH:3]=[CH:4][C:5]([C:21]([N:23]3[CH2:24][CH2:25][CH2:26][CH2:27][CH2:28]3)=[O:22])=[C:6]([NH:8][S:9]([C:12]3[C:17]4=[N:18][S:19][N:20]=[C:16]4[CH:15]=[CH:14][CH:13]=3)(=[O:11])=[O:10])[CH:7]=2)[CH2:34][CH2:33][CH2:32][CH2:31][CH2:30]1.